From a dataset of Catalyst prediction with 721,799 reactions and 888 catalyst types from USPTO. Predict which catalyst facilitates the given reaction. (1) Reactant: S(Cl)([Cl:3])=O.[F:5][CH:6]([F:25])[O:7][C:8]1[CH:13]=[CH:12][C:11]([NH:14][C:15]2[N:20]=[C:19]([O:21][CH3:22])[C:18]([CH2:23]O)=[CH:17][N:16]=2)=[CH:10][CH:9]=1. Product: [ClH:3].[Cl:3][CH2:23][C:18]1[C:19]([O:21][CH3:22])=[N:20][C:15]([NH:14][C:11]2[CH:12]=[CH:13][C:8]([O:7][CH:6]([F:25])[F:5])=[CH:9][CH:10]=2)=[N:16][CH:17]=1. The catalyst class is: 2. (2) Reactant: [C:1]([N:4]1[C:13]2[C:8](=[CH:9][C:10]([CH:14]3[CH2:19][CH2:18][N:17](C(OC(C)(C)C)=O)[CH2:16][CH2:15]3)=[CH:11][CH:12]=2)[C@H:7]([NH:27][C:28]2[CH:33]=[CH:32][C:31]([C:34](=[O:37])[NH:35][CH3:36])=[CH:30][CH:29]=2)[C@@H:6]([CH3:38])[C@@H:5]1[CH3:39])(=[O:3])[CH3:2].Cl. Product: [C:1]([N:4]1[C:13]2[C:8](=[CH:9][C:10]([CH:14]3[CH2:19][CH2:18][NH:17][CH2:16][CH2:15]3)=[CH:11][CH:12]=2)[C@H:7]([NH:27][C:28]2[CH:29]=[CH:30][C:31]([C:34]([NH:35][CH3:36])=[O:37])=[CH:32][CH:33]=2)[C@@H:6]([CH3:38])[C@@H:5]1[CH3:39])(=[O:3])[CH3:2]. The catalyst class is: 12. (3) Reactant: [N:1]12[CH2:8][CH2:7][CH:4]([CH2:5][CH2:6]1)[C@@H:3]([O:9][C:10]([C:12]1([C:19]3[CH:24]=[CH:23][CH:22]=[CH:21][CH:20]=3)[CH2:18][CH2:17][CH2:16][CH2:15][CH2:14][CH2:13]1)=[O:11])[CH2:2]2.[Cl:25][CH2:26][C:27]([NH:29][C:30]1[CH:35]=[N:34][CH:33]=[CH:32][N:31]=1)=[O:28]. Product: [Cl-:25].[C:19]1([C:12]2([C:10]([O:9][C@@H:3]3[CH:4]4[CH2:7][CH2:8][N+:1]([CH2:26][C:27](=[O:28])[NH:29][C:30]5[CH:35]=[N:34][CH:33]=[CH:32][N:31]=5)([CH2:6][CH2:5]4)[CH2:2]3)=[O:11])[CH2:18][CH2:17][CH2:16][CH2:15][CH2:14][CH2:13]2)[CH:20]=[CH:21][CH:22]=[CH:23][CH:24]=1. The catalyst class is: 10. (4) Reactant: S(Cl)([Cl:3])=O.[CH2:5]([O:12][C:13]1[CH:18]=[CH:17][N:16]=[C:15]([CH2:19]O)[CH:14]=1)[C:6]1[CH:11]=[CH:10][CH:9]=[CH:8][CH:7]=1.C(=O)([O-])[O-].[Na+].[Na+]. Product: [CH2:5]([O:12][C:13]1[CH:18]=[CH:17][N:16]=[C:15]([CH2:19][Cl:3])[CH:14]=1)[C:6]1[CH:11]=[CH:10][CH:9]=[CH:8][CH:7]=1. The catalyst class is: 4. (5) Reactant: Br[C:2]1[S:6][C:5]([CH:7]=[O:8])=[CH:4][CH:3]=1.[CH2:9]([NH:11][CH2:12][CH3:13])[CH3:10]. Product: [CH2:9]([N:11]([CH2:12][CH3:13])[C:2]1[S:6][C:5]([CH:7]=[O:8])=[CH:4][CH:3]=1)[CH3:10]. The catalyst class is: 6. (6) Reactant: [C:1]([C:5]1[CH:10]=[CH:9][C:8]([C@@H:11]2OC(=O)[NH:13][C@H:12]2[CH3:17])=[CH:7][CH:6]=1)([CH3:4])([CH3:3])[CH3:2].C([O-])=O.[NH4+]. Product: [C:1]([C:5]1[CH:6]=[CH:7][C:8]([CH2:11][C@@H:12]([NH2:13])[CH3:17])=[CH:9][CH:10]=1)([CH3:4])([CH3:2])[CH3:3]. The catalyst class is: 43. (7) Reactant: C(O[C:6](=O)[N:7]([CH2:9][CH2:10][N:11]1[C:19]2[C:14](=[CH:15][CH:16]=[C:17]([Cl:20])[CH:18]=2)[C:13]([C:21]([N:23]2[CH2:28][CH2:27][CH:26]([N:29]3[C:37]4[C:32](=[CH:33][CH:34]=[CH:35][CH:36]=4)[CH2:31][C:30]3=[O:38])[CH2:25][CH2:24]2)=[O:22])=[CH:12]1)C)(C)(C)C.Cl. Product: [ClH:20].[Cl:20][C:17]1[CH:18]=[C:19]2[C:14]([C:13]([C:21]([N:23]3[CH2:28][CH2:27][CH:26]([N:29]4[C:37]5[C:32](=[CH:33][CH:34]=[CH:35][CH:36]=5)[CH2:31][C:30]4=[O:38])[CH2:25][CH2:24]3)=[O:22])=[CH:12][N:11]2[CH2:10][CH2:9][NH:7][CH3:6])=[CH:15][CH:16]=1. The catalyst class is: 5.